Dataset: NCI-60 drug combinations with 297,098 pairs across 59 cell lines. Task: Regression. Given two drug SMILES strings and cell line genomic features, predict the synergy score measuring deviation from expected non-interaction effect. (1) Drug 1: C1CCN(CC1)CCOC2=CC=C(C=C2)C(=O)C3=C(SC4=C3C=CC(=C4)O)C5=CC=C(C=C5)O. Drug 2: C1=CN(C=N1)CC(O)(P(=O)(O)O)P(=O)(O)O. Cell line: OVCAR-8. Synergy scores: CSS=1.49, Synergy_ZIP=-0.160, Synergy_Bliss=0.352, Synergy_Loewe=-1.25, Synergy_HSA=-1.92. (2) Drug 1: C1=C(C(=O)NC(=O)N1)F. Drug 2: CNC(=O)C1=NC=CC(=C1)OC2=CC=C(C=C2)NC(=O)NC3=CC(=C(C=C3)Cl)C(F)(F)F. Cell line: MDA-MB-231. Synergy scores: CSS=39.4, Synergy_ZIP=-15.4, Synergy_Bliss=-12.0, Synergy_Loewe=-14.3, Synergy_HSA=-7.77. (3) Drug 1: C1CN(CCN1C(=O)CCBr)C(=O)CCBr. Drug 2: B(C(CC(C)C)NC(=O)C(CC1=CC=CC=C1)NC(=O)C2=NC=CN=C2)(O)O. Cell line: EKVX. Synergy scores: CSS=32.8, Synergy_ZIP=-0.507, Synergy_Bliss=2.19, Synergy_Loewe=-22.4, Synergy_HSA=-2.38.